This data is from Catalyst prediction with 721,799 reactions and 888 catalyst types from USPTO. The task is: Predict which catalyst facilitates the given reaction. (1) Reactant: [N:1]1[CH:6]=[CH:5][CH:4]=[C:3]([CH:7]2[CH2:11][CH2:10][N:9]([C:12]([N:14]3[C:23]4[C:18](=[CH:19][CH:20]=[CH:21][CH:22]=4)[NH:17][CH2:16][CH2:15]3)=[O:13])[CH2:8]2)[CH:2]=1.[CH:24](=O)[CH2:25][CH2:26][CH3:27].C(O[BH-](OC(=O)C)OC(=O)C)(=O)C.[Na+].C(=O)([O-])O.[Na+]. Product: [CH2:24]([N:17]1[C:18]2[C:23](=[CH:22][CH:21]=[CH:20][CH:19]=2)[N:14]([C:12]([N:9]2[CH2:10][CH2:11][CH:7]([C:3]3[CH:2]=[N:1][CH:6]=[CH:5][CH:4]=3)[CH2:8]2)=[O:13])[CH2:15][CH2:16]1)[CH2:25][CH2:26][CH3:27]. The catalyst class is: 4. (2) Reactant: [Br:1][C:2]1[CH:7]=[CH:6][C:5]([N+:8]([O-:10])=[O:9])=[C:4](F)[CH:3]=1.[NH2:12][CH2:13][C:14]1([C:17]([O:19][CH2:20][CH3:21])=[O:18])[CH2:16][CH2:15]1.C(=O)([O-])[O-].[K+].[K+]. Product: [Br:1][C:2]1[CH:7]=[CH:6][C:5]([N+:8]([O-:10])=[O:9])=[C:4]([NH:12][CH2:13][C:14]2([C:17]([O:19][CH2:20][CH3:21])=[O:18])[CH2:16][CH2:15]2)[CH:3]=1. The catalyst class is: 30.